This data is from Full USPTO retrosynthesis dataset with 1.9M reactions from patents (1976-2016). The task is: Predict the reactants needed to synthesize the given product. (1) The reactants are: C(=O)([O-])[O-].[K+].[K+].[CH2:7](Br)[C:8]1[CH:13]=[CH:12][CH:11]=[CH:10][CH:9]=1.[Br:15][C:16]1[CH:17]=[C:18]([CH2:23][C:24]([CH3:26])=[O:25])[CH:19]=[CH:20][C:21]=1[OH:22].O. Given the product [CH2:7]([O:22][C:21]1[CH:20]=[CH:19][C:18]([CH2:23][C:24]([CH3:26])=[O:25])=[CH:17][C:16]=1[Br:15])[C:8]1[CH:13]=[CH:12][CH:11]=[CH:10][CH:9]=1, predict the reactants needed to synthesize it. (2) The reactants are: Br[CH2:2][C:3]1[CH:8]=[CH:7][C:6]([CH2:9][N:10]2[C:14]([CH3:15])=[CH:13][C:12]([CH3:16])=[N:11]2)=[CH:5][CH:4]=1.[Cl:17][C:18]1[C:19]2[C:20](=[N:24][NH:25][CH:26]=2)[N:21]=[CH:22][N:23]=1.C([O-])([O-])=O.[Cs+].[Cs+]. Given the product [Cl:17][C:18]1[C:19]2[C:20](=[N:24][N:25]([CH2:2][C:3]3[CH:8]=[CH:7][C:6]([CH2:9][N:10]4[C:14]([CH3:15])=[CH:13][C:12]([CH3:16])=[N:11]4)=[CH:5][CH:4]=3)[CH:26]=2)[N:21]=[CH:22][N:23]=1, predict the reactants needed to synthesize it. (3) Given the product [Br:1][C:2]1[CH:7]=[CH:6][C:5]([O:8][CH3:9])=[CH:4][C:3]=1[CH2:10][NH:11][C:15]1[C:16]([Cl:20])=[CH:17][N:18]=[C:13]([Cl:12])[N:14]=1, predict the reactants needed to synthesize it. The reactants are: [Br:1][C:2]1[CH:7]=[CH:6][C:5]([O:8][CH3:9])=[CH:4][C:3]=1[CH2:10][NH2:11].[Cl:12][C:13]1[N:18]=[C:17](Cl)[C:16]([Cl:20])=[CH:15][N:14]=1.C(=O)([O-])[O-].[K+].[K+]. (4) The reactants are: [CH3:1][C:2]1([CH3:12])[CH2:7][CH2:6][C:5]([CH3:9])([CH3:8])[C:4]([CH:10]=[O:11])=[CH:3]1.[BH4-].[Na+].O. Given the product [CH3:1][C:2]1([CH3:12])[CH2:7][CH2:6][C:5]([CH3:8])([CH3:9])[C:4]([CH2:10][OH:11])=[CH:3]1, predict the reactants needed to synthesize it. (5) Given the product [CH3:1][O:2][C:3]1[C:12]([NH:13][C:14]([N:31]2[CH2:30][CH2:29][N:28]([C:23]3[CH:24]=[CH:25][CH:26]=[CH:27][C:22]=3[Cl:21])[CH2:33][CH2:32]2)=[O:18])=[N:11][C:10]2[C:5](=[CH:6][CH:7]=[C:8]([O:19][CH3:20])[CH:9]=2)[N:4]=1, predict the reactants needed to synthesize it. The reactants are: [CH3:1][O:2][C:3]1[C:12]([NH:13][C:14](=[O:18])OCC)=[N:11][C:10]2[C:5](=[CH:6][CH:7]=[C:8]([O:19][CH3:20])[CH:9]=2)[N:4]=1.[Cl:21][C:22]1[CH:27]=[CH:26][CH:25]=[CH:24][C:23]=1[N:28]1[CH2:33][CH2:32][NH:31][CH2:30][CH2:29]1. (6) Given the product [CH2:47]([N:51]1[N:55]=[C:54]([CH3:56])[S:53]/[C:52]/1=[CH:57]\[C:6]([C:5]1[CH:9]=[CH:10][C:11]([CH3:12])=[C:3]([O:2][CH3:1])[CH:4]=1)=[O:8])[CH2:48][CH2:49][CH3:50], predict the reactants needed to synthesize it. The reactants are: [CH3:1][O:2][C:3]1[CH:4]=[C:5]([CH:9]=[CH:10][C:11]=1[CH3:12])[C:6]([OH:8])=O.CN(C(ON1N=NC2C=CC=NC1=2)=[N+](C)C)C.F[P-](F)(F)(F)(F)F.CCN(C(C)C)C(C)C.[I-].[CH2:47]([N+:51]1[N:55]=[C:54]([CH3:56])[S:53][C:52]=1[CH3:57])[CH2:48][CH2:49][CH3:50]. (7) Given the product [CH3:19][O:20][C:21]1[CH:26]=[CH:25][C:24]([CH2:27][N:28]([C:2]2[N:6]([CH2:7][C:8]3[CH:13]=[CH:12][C:11]([O:14][CH3:15])=[CH:10][CH:9]=3)[N:5]=[C:4]([N+:16]([O-:18])=[O:17])[N:3]=2)[CH3:29])=[CH:23][CH:22]=1, predict the reactants needed to synthesize it. The reactants are: Br[C:2]1[N:6]([CH2:7][C:8]2[CH:13]=[CH:12][C:11]([O:14][CH3:15])=[CH:10][CH:9]=2)[N:5]=[C:4]([N+:16]([O-:18])=[O:17])[N:3]=1.[CH3:19][O:20][C:21]1[CH:26]=[CH:25][C:24]([CH2:27][NH:28][CH3:29])=[CH:23][CH:22]=1. (8) Given the product [Cl:1][C:2]1[CH:3]=[C:4]([N:14]([CH2:21][CH3:22])[CH:15]2[CH2:20][CH2:19][O:18][CH2:17][CH2:16]2)[C:5]([CH2:12][CH3:13])=[C:6]([CH:11]=1)[C:7]([O:9][CH3:10])=[O:8], predict the reactants needed to synthesize it. The reactants are: [Cl:1][C:2]1[CH:3]=[C:4]([NH:14][CH:15]2[CH2:20][CH2:19][O:18][CH2:17][CH2:16]2)[C:5]([CH2:12][CH3:13])=[C:6]([CH:11]=1)[C:7]([O:9][CH3:10])=[O:8].[CH:21](=O)[CH3:22].C(O)(=O)C.C(O[BH-](OC(=O)C)OC(=O)C)(=O)C.[Na+].C([O-])(O)=O.[Na+].